Dataset: Full USPTO retrosynthesis dataset with 1.9M reactions from patents (1976-2016). Task: Predict the reactants needed to synthesize the given product. The reactants are: C1(C)C=CC(S(N[C@H](C2C=CC=CC=2)[C@@H](C2C=CC=CC=2)N)(=O)=O)=CC=1.C(O)(C)C.CC(C)([O-])C.[K+].[Cl:37][CH2:38][C:39]([C:41]1[CH:46]=[CH:45][CH:44]=[CH:43][CH:42]=1)=[O:40]. Given the product [Cl:37][CH2:38][CH:39]([C:41]1[CH:46]=[CH:45][CH:44]=[CH:43][CH:42]=1)[OH:40], predict the reactants needed to synthesize it.